This data is from Peptide-MHC class I binding affinity with 185,985 pairs from IEDB/IMGT. The task is: Regression. Given a peptide amino acid sequence and an MHC pseudo amino acid sequence, predict their binding affinity value. This is MHC class I binding data. The peptide sequence is NEYTGNYQCG. The MHC is HLA-B40:02 with pseudo-sequence HLA-B40:02. The binding affinity (normalized) is 0.0521.